From a dataset of Full USPTO retrosynthesis dataset with 1.9M reactions from patents (1976-2016). Predict the reactants needed to synthesize the given product. (1) Given the product [Br:1][C:2]([F:12])([F:11])[C:3]([F:10])([F:9])[CH2:4][CH3:5], predict the reactants needed to synthesize it. The reactants are: [Br:1][C:2]([F:12])([F:11])[C:3]([F:10])([F:9])[CH2:4][CH2:5]C(Cl)=O.N1C=CC=CC=1. (2) Given the product [OH:8][CH2:7][CH:3]1[CH2:4][CH2:5][CH2:6][N:1]([CH2:10][C:11]#[N:12])[CH2:2]1, predict the reactants needed to synthesize it. The reactants are: [NH:1]1[CH2:6][CH2:5][CH2:4][CH:3]([CH2:7][OH:8])[CH2:2]1.Br[CH2:10][C:11]#[N:12].